This data is from Full USPTO retrosynthesis dataset with 1.9M reactions from patents (1976-2016). The task is: Predict the reactants needed to synthesize the given product. (1) Given the product [Cl:19][C:17]1[CH:16]=[CH:15][C:14]2[N:8]([CH2:7][C:6]([CH3:50])([CH3:51])[CH2:5][OH:4])[C:9](=[O:49])[C@@H:10]([CH2:30][C:31]([NH:33][C:34]3[CH:35]=[CH:36][C:37]4[O:41][C:40]([C:42]([OH:44])=[O:43])=[C:39]([CH3:47])[C:38]=4[CH:48]=3)=[O:32])[O:11][C@H:12]([C:20]3[CH:25]=[CH:24][CH:23]=[C:22]([O:26][CH3:27])[C:21]=3[O:28][CH3:29])[C:13]=2[CH:18]=1, predict the reactants needed to synthesize it. The reactants are: C([O:4][CH2:5][C:6]([CH3:51])([CH3:50])[CH2:7][N:8]1[C:14]2[CH:15]=[CH:16][C:17]([Cl:19])=[CH:18][C:13]=2[C@@H:12]([C:20]2[CH:25]=[CH:24][CH:23]=[C:22]([O:26][CH3:27])[C:21]=2[O:28][CH3:29])[O:11][C@H:10]([CH2:30][C:31]([NH:33][C:34]2[CH:35]=[CH:36][C:37]3[O:41][C:40]([C:42]([O:44]CC)=[O:43])=[C:39]([CH3:47])[C:38]=3[CH:48]=2)=[O:32])[C:9]1=[O:49])(=O)C.[OH-].[Na+].Cl. (2) Given the product [CH2:1]([O:8][C:9]1[C:14]([C:15]([OH:17])=[O:16])=[CH:13][C:12]([C:19]2[CH:20]=[CH:21][C:22]([Cl:25])=[CH:23][CH:24]=2)=[C:11]([C:26]2[CH:31]=[CH:30][C:29]([Cl:32])=[CH:28][C:27]=2[Cl:33])[N:10]=1)[C:2]1[CH:3]=[CH:4][CH:5]=[CH:6][CH:7]=1, predict the reactants needed to synthesize it. The reactants are: [CH2:1]([O:8][C:9]1[C:14]([C:15]([O:17]C)=[O:16])=[CH:13][C:12]([C:19]2[CH:24]=[CH:23][C:22]([Cl:25])=[CH:21][CH:20]=2)=[C:11]([C:26]2[CH:31]=[CH:30][C:29]([Cl:32])=[CH:28][C:27]=2[Cl:33])[N:10]=1)[C:2]1[CH:7]=[CH:6][CH:5]=[CH:4][CH:3]=1.[OH-].[Na+].Cl. (3) Given the product [Cl:35][C:4]1[C:5]2[N:11]3[CH2:12][CH2:13][CH2:14][C@@H:15]([NH:16][C:17](=[O:19])[CH3:18])[C@@H:10]3[C:9]3[C:20]([F:24])=[CH:21][CH:22]=[CH:23][C:8]=3[O:7][C:6]=2[CH:25]=[C:26]([F:27])[C:3]=1[C:1]#[N:2], predict the reactants needed to synthesize it. The reactants are: [C:1]([C:3]1[C:26]([F:27])=[CH:25][C:6]2[O:7][C:8]3[CH:23]=[CH:22][CH:21]=[C:20]([F:24])[C:9]=3[C@H:10]3[C@H:15]([NH:16][C:17](=[O:19])[CH3:18])[CH2:14][CH2:13][CH2:12][N:11]3[C:5]=2[CH:4]=1)#[N:2].C1C(=O)N([Cl:35])C(=O)C1. (4) Given the product [CH:23]1([C:22]2[C:21]3[S:29][C:30]([C:33]([OH:35])=[O:34])=[C:31]([CH3:32])[C:20]=3[N:18]3[C:17]=2[C:16]2[CH:37]=[CH:38][CH:39]=[CH:40][C:15]=2[O:14][CH2:13][C@H:12]([N:11]([CH3:41])[CH3:9])[CH2:19]3)[CH2:24][CH2:25][CH2:26][CH2:27][CH2:28]1, predict the reactants needed to synthesize it. The reactants are: C(O[C:9]([NH:11][C@@H:12]1[CH2:19][N:18]2[C:20]3[C:31]([CH3:32])=[C:30]([C:33]([O:35]C)=[O:34])[S:29][C:21]=3[C:22]([CH:23]3[CH2:28][CH2:27][CH2:26][CH2:25][CH2:24]3)=[C:17]2[C:16]2[CH:37]=[CH:38][CH:39]=[CH:40][C:15]=2[O:14][CH2:13]1)=O)C1C=CC=CC=1.[CH3:41]COC(C)=O.CO.C=O.[BH3-]C#N.[Na+].